Dataset: NCI-60 drug combinations with 297,098 pairs across 59 cell lines. Task: Regression. Given two drug SMILES strings and cell line genomic features, predict the synergy score measuring deviation from expected non-interaction effect. (1) Drug 1: CN1C(=O)N2C=NC(=C2N=N1)C(=O)N. Drug 2: C(CC(=O)O)C(=O)CN.Cl. Cell line: A498. Synergy scores: CSS=4.93, Synergy_ZIP=-1.01, Synergy_Bliss=-1.52, Synergy_Loewe=-2.90, Synergy_HSA=-2.51. (2) Cell line: SF-295. Synergy scores: CSS=17.4, Synergy_ZIP=-3.58, Synergy_Bliss=3.84, Synergy_Loewe=-20.8, Synergy_HSA=-2.45. Drug 2: C1CC(=O)NC(=O)C1N2C(=O)C3=CC=CC=C3C2=O. Drug 1: CC1C(C(=O)NC(C(=O)N2CCCC2C(=O)N(CC(=O)N(C(C(=O)O1)C(C)C)C)C)C(C)C)NC(=O)C3=C4C(=C(C=C3)C)OC5=C(C(=O)C(=C(C5=N4)C(=O)NC6C(OC(=O)C(N(C(=O)CN(C(=O)C7CCCN7C(=O)C(NC6=O)C(C)C)C)C)C(C)C)C)N)C.